Task: Predict which catalyst facilitates the given reaction.. Dataset: Catalyst prediction with 721,799 reactions and 888 catalyst types from USPTO (1) Reactant: [CH3:1][O:2][CH2:3][CH2:4][O:5][CH2:6][CH2:7][O:8][CH2:9][C:10]([OH:12])=O.[CH2:13]([NH2:16])[C:14]#[CH:15].CCN(C(C)C)C(C)C.CN(C(ON1N=NC2C=CC=CC1=2)=[N+](C)C)C.F[P-](F)(F)(F)(F)F. Product: [CH3:1][O:2][CH2:3][CH2:4][O:5][CH2:6][CH2:7][O:8][CH2:9][C:10]([NH:16][CH2:13][C:14]#[CH:15])=[O:12]. The catalyst class is: 1. (2) Reactant: [CH3:1][NH:2][CH2:3][CH2:4][CH2:5][CH2:6][CH2:7][CH2:8][CH2:9][CH2:10][CH2:11][CH2:12][CH2:13][CH2:14][CH2:15][CH3:16].[CH2:17]([O:19][P:20]([CH2:25][CH2:26][CH2:27][Br:28])(=[O:24])[O:21][CH2:22][CH3:23])[CH3:18]. Product: [BrH:28].[CH2:17]([O:19][P:20]([CH2:25][CH2:26][CH2:27][N:2]([CH3:1])[CH2:3][CH2:4][CH2:5][CH2:6][CH2:7][CH2:8][CH2:9][CH2:10][CH2:11][CH2:12][CH2:13][CH2:14][CH2:15][CH3:16])(=[O:24])[O:21][CH2:22][CH3:23])[CH3:18]. The catalyst class is: 28. (3) Reactant: [Br:1][C:2]1[CH:17]=[CH:16][C:5]([O:6][CH2:7][CH2:8][N:9]2[CH2:14][CH2:13][N:12]([CH3:15])[CH2:11][CH2:10]2)=[C:4]([Cl:18])[CH:3]=1.C(=O)=O.CC(C)=O.[Li+].CC([N-]C(C)C)C.[Cl:34]C(Cl)(Cl)C(Cl)(Cl)Cl. Product: [Br:1][C:2]1[CH:17]=[CH:16][C:5]([O:6][CH2:7][CH2:8][N:9]2[CH2:14][CH2:13][N:12]([CH3:15])[CH2:11][CH2:10]2)=[C:4]([Cl:18])[C:3]=1[Cl:34]. The catalyst class is: 1. (4) Reactant: FC(F)(F)[C:3]([O-:5])=[O:4].[CH:8]1([C@H:14]2[C:47](=[O:48])[N:46]3[CH2:49][C@@H:43]([CH2:44][C@H:45]3[C:50](=[O:67])[NH:51][C@:52]3([C:57](=[O:66])[NH:58][S:59]([C:62]4([CH3:65])[CH2:64][CH2:63]4)(=[O:61])=[O:60])[CH2:54][C@H:53]3[CH:55]=[CH2:56])[O:42][C:26]3=[N:27][C:28]4[CH:29]=[CH:30][CH:31]=[CH:32][C:33]=4[C:34]([O:35][CH:36]4[CH2:41][CH2:40][NH2+:39][CH2:38][CH2:37]4)=[C:25]3[CH2:24][CH2:23][CH2:22][CH2:21][CH2:20][C@@H:19]3[CH2:68][C@H:18]3[O:17][C:16](=[O:69])[NH:15]2)[CH2:13][CH2:12][CH2:11][CH2:10][CH2:9]1.CCN(C(C)C)C(C)C.FC(F)(F)S(O[CH2:85][C:86]([F:89])([F:88])[F:87])(=O)=O. Product: [CH:3]([O-:5])=[O:4].[CH:8]1([C@H:14]2[C:47](=[O:48])[N:46]3[CH2:49][C@@H:43]([CH2:44][C@H:45]3[C:50](=[O:67])[NH:51][C@:52]3([C:57](=[O:66])[NH:58][S:59]([C:62]4([CH3:65])[CH2:63][CH2:64]4)(=[O:61])=[O:60])[CH2:54][C@H:53]3[CH:55]=[CH2:56])[O:42][C:26]3=[N:27][C:28]4[CH:29]=[CH:30][CH:31]=[CH:32][C:33]=4[C:34]([O:35][CH:36]4[CH2:37][CH2:38][NH+:39]([CH2:85][C:86]([F:89])([F:88])[F:87])[CH2:40][CH2:41]4)=[C:25]3[CH2:24][CH2:23][CH2:22][CH2:21][CH2:20][C@@H:19]3[CH2:68][C@H:18]3[O:17][C:16](=[O:69])[NH:15]2)[CH2:13][CH2:12][CH2:11][CH2:10][CH2:9]1. The catalyst class is: 10. (5) Reactant: [C:1]([O:5][C:6]([N:8]1[CH2:13][CH2:12][CH:11]([N:14]2[C:22]3[C:17](=[CH:18][CH:19]=[CH:20][C:21]=3[CH2:23][OH:24])[CH:16]=[CH:15]2)[CH2:10][CH2:9]1)=[O:7])([CH3:4])([CH3:3])[CH3:2].[H-].[Na+].[CH3:27][O:28][CH2:29]Cl.C(OCC)(=O)C. Product: [C:1]([O:5][C:6]([N:8]1[CH2:9][CH2:10][CH:11]([N:14]2[C:22]3[C:17](=[CH:18][CH:19]=[CH:20][C:21]=3[CH2:23][O:24][CH2:27][O:28][CH3:29])[CH:16]=[CH:15]2)[CH2:12][CH2:13]1)=[O:7])([CH3:4])([CH3:2])[CH3:3]. The catalyst class is: 7. (6) Reactant: [CH3:1][C:2]([CH3:38])([CH2:6][O:7][C:8]1[N:13]=[CH:12][C:11]([C:14]2[CH:15]=[N:16][C:17]([C:20]3[N:21](COCC[Si](C)(C)C)[CH:22]=[C:23]([C:25]([F:28])([F:27])[F:26])[N:24]=3)=[CH:18][CH:19]=2)=[C:10]([CH3:37])[CH:9]=1)[C:3]([OH:5])=[O:4].[OH-].[Na+]. Product: [CH3:1][C:2]([CH3:38])([CH2:6][O:7][C:8]1[N:13]=[CH:12][C:11]([C:14]2[CH:15]=[N:16][C:17]([C:20]3[NH:24][C:23]([C:25]([F:28])([F:26])[F:27])=[CH:22][N:21]=3)=[CH:18][CH:19]=2)=[C:10]([CH3:37])[CH:9]=1)[C:3]([OH:5])=[O:4]. The catalyst class is: 574.